This data is from Forward reaction prediction with 1.9M reactions from USPTO patents (1976-2016). The task is: Predict the product of the given reaction. (1) Given the reactants C(OC([N:11]1[CH2:15][CH:14]([CH2:16][O:17][C:18]2[CH:23]=[CH:22][C:21]([F:24])=[C:20]([F:25])[CH:19]=2)[CH:13]2[N:26]([C:29](=[O:49])[CH:30]([NH:35][C:36](=[O:48])[CH:37]([N:39]([C:41]([O:43][C:44]([CH3:47])([CH3:46])[CH3:45])=[O:42])[CH3:40])[CH3:38])[C:31]([CH3:34])([CH3:33])[CH3:32])[CH2:27][CH2:28][CH:12]12)=O)C1C=CC=CC=1, predict the reaction product. The product is: [C:44]([O:43][C:41](=[O:42])[N:39]([CH:37]([C:36](=[O:48])[NH:35][CH:30]([C:29]([N:26]1[CH2:27][CH2:28][CH:12]2[NH:11][CH2:15][CH:14]([CH2:16][O:17][C:18]3[CH:23]=[CH:22][C:21]([F:24])=[C:20]([F:25])[CH:19]=3)[CH:13]12)=[O:49])[C:31]([CH3:33])([CH3:34])[CH3:32])[CH3:38])[CH3:40])([CH3:45])([CH3:46])[CH3:47]. (2) The product is: [CH2:1]([C:5]1[N:6]=[C:7]([C:12]2[CH:17]=[CH:16][C:15]([C:18]([F:21])([F:20])[F:19])=[CH:14][CH:13]=2)[S:8][C:9]=1[CH2:10][C:33]#[N:35])[CH2:2][CH2:3][CH3:4]. Given the reactants [CH2:1]([C:5]1[N:6]=[C:7]([C:12]2[CH:17]=[CH:16][C:15]([C:18]([F:21])([F:20])[F:19])=[CH:14][CH:13]=2)[S:8][C:9]=1[CH2:10]Cl)[CH2:2][CH2:3][CH3:4].C([O-])(O)=O.[Na+].C(OCC)(=O)C.[C:33](#[N:35])C, predict the reaction product. (3) Given the reactants O1[C:5]2([CH2:10][CH2:9][O:8][CH2:7][CH:6]2[NH:11][S:12]([CH:15]([CH3:17])[CH3:16])(=[O:14])=[O:13])[O:4]CC1.CC1C=CC(S([O-])(=O)=O)=CC=1.C1C=C[NH+]=CC=1.CC1C=CC(S(O)(=O)=O)=CC=1.OS(O)(=O)=O, predict the reaction product. The product is: [O:4]=[C:5]1[CH2:10][CH2:9][O:8][CH2:7][CH:6]1[NH:11][S:12]([CH:15]([CH3:17])[CH3:16])(=[O:14])=[O:13]. (4) Given the reactants Cl.O.[OH:3][C:4]12[C:15]3[C:10](=[C:11]([N+:16]([O-])=O)[CH:12]=[CH:13][CH:14]=3)[C:9](=[O:19])[C:8]1([NH:20][C:21]([C:23]1[CH:28]=[CH:27][N:26]=[N:25][CH:24]=1)=[O:22])[C:7]1[CH:29]=[CH:30][C:31]([CH:33]([CH3:35])[CH3:34])=[CH:32][C:6]=1[O:5]2, predict the reaction product. The product is: [NH2:16][C:11]1[CH:12]=[CH:13][CH:14]=[C:15]2[C:10]=1[C:9](=[O:19])[C:8]1([NH:20][C:21]([C:23]3[CH:28]=[CH:27][N:26]=[N:25][CH:24]=3)=[O:22])[C:7]3[CH:29]=[CH:30][C:31]([CH:33]([CH3:34])[CH3:35])=[CH:32][C:6]=3[O:5][C:4]12[OH:3]. (5) The product is: [F:8][C:6]1[CH:5]=[C:4]([CH2:9][C:10]([NH:13][N:14]2[C:23](=[O:24])[C:22]3[C:17](=[CH:18][CH:19]=[CH:20][CH:21]=3)[N:16]=[C:15]2[N:25]2[CH2:29][CH2:28][S:27][CH2:26]2)=[O:12])[CH:3]=[C:2]([F:1])[CH:7]=1. Given the reactants [F:1][C:2]1[CH:3]=[C:4]([CH2:9][C:10]([OH:12])=O)[CH:5]=[C:6]([F:8])[CH:7]=1.[NH2:13][N:14]1[C:23](=[O:24])[C:22]2[C:17](=[CH:18][CH:19]=[CH:20][CH:21]=2)[N:16]=[C:15]1[N:25]1[CH2:29][CH2:28][S:27][CH2:26]1.CN(C(ON1N=NC2C=CC=NC1=2)=[N+](C)C)C.F[P-](F)(F)(F)(F)F.N1C(C)=CC=CC=1C.Cl, predict the reaction product.